This data is from Forward reaction prediction with 1.9M reactions from USPTO patents (1976-2016). The task is: Predict the product of the given reaction. (1) Given the reactants [N-:1]=[N+:2]=[N-:3].[Na+].[Cl:5][C:6]1[CH:11]=[CH:10][C:9]([N:12]2[C:16]([CH:17]([CH3:19])[CH3:18])=[C:15]([C:20](Cl)=[O:21])[N:14]=[N:13]2)=[CH:8][CH:7]=1, predict the reaction product. The product is: [Cl:5][C:6]1[CH:11]=[CH:10][C:9]([N:12]2[C:16]([CH:17]([CH3:19])[CH3:18])=[C:15]([C:20]([N:1]=[N+:2]=[N-:3])=[O:21])[N:14]=[N:13]2)=[CH:8][CH:7]=1. (2) Given the reactants [CH2:1]([C:5]1[CH:9]([C:10]2[CH:15]=[CH:14][CH:13]=[CH:12][CH:11]=2)[C:8]([CH3:17])([CH3:16])[NH:7][N:6]=1)[CH2:2][CH2:3][CH3:4].[CH3:18][CH:19]([CH2:24][C:25]([CH3:28])([CH3:27])[CH3:26])[CH2:20][C:21](Cl)=[O:22].CCN(C(C)C)C(C)C.C([O-])(O)=O.[Na+], predict the reaction product. The product is: [CH2:1]([C:5]1[CH:9]([C:10]2[CH:15]=[CH:14][CH:13]=[CH:12][CH:11]=2)[C:8]([CH3:16])([CH3:17])[N:7]([C:21](=[O:22])[CH2:20][CH:19]([CH3:18])[CH2:24][C:25]([CH3:28])([CH3:27])[CH3:26])[N:6]=1)[CH2:2][CH2:3][CH3:4]. (3) The product is: [C:29]([O:28][C:27](=[O:33])[NH:26][CH2:25][CH:23]1[CH2:22][N:21]([C:2]2[CH:7]=[CH:6][C:5]([S:8](=[O:10])(=[O:9])[NH:11][C:12]3[S:13][CH:14]=[CH:15][N:16]=3)=[CH:4][CH:3]=2)[CH2:24]1)([CH3:32])([CH3:30])[CH3:31]. Given the reactants Br[C:2]1[CH:7]=[CH:6][C:5]([S:8]([NH:11][C:12]2[S:13][CH:14]=[CH:15][N:16]=2)(=[O:10])=[O:9])=[CH:4][CH:3]=1.C(O)(=O)C.[NH:21]1[CH2:24][CH:23]([CH2:25][NH:26][C:27](=[O:33])[O:28][C:29]([CH3:32])([CH3:31])[CH3:30])[CH2:22]1.CC(C)([O-])C.[Na+].C1(C2C=CC=CC=2)C=CC=CC=1P(C(C)(C)C)C(C)(C)C, predict the reaction product. (4) Given the reactants [F:1][C:2]1[CH:3]=[C:4]([CH2:12][C:13]([NH:15][C:16]2[C:25]([CH3:26])=[CH:24][CH:23]=[C:22]3[C:17]=2[CH:18]=[CH:19][N:20]([C@H:28]2[CH2:32][CH2:31][N:30](C(OC(C)(C)C)=O)[CH2:29]2)[C:21]3=[O:27])=[O:14])[CH:5]=[CH:6][C:7]=1[C:8]([F:11])([F:10])[F:9].C(Cl)Cl.Cl, predict the reaction product. The product is: [F:1][C:2]1[CH:3]=[C:4]([CH2:12][C:13]([NH:15][C:16]2[C:25]([CH3:26])=[CH:24][CH:23]=[C:22]3[C:17]=2[CH:18]=[CH:19][N:20]([C@H:28]2[CH2:32][CH2:31][NH:30][CH2:29]2)[C:21]3=[O:27])=[O:14])[CH:5]=[CH:6][C:7]=1[C:8]([F:10])([F:11])[F:9]. (5) The product is: [CH3:17][N:2]([CH3:1])[CH2:3][CH2:4][CH:5]([C:7]1[CH:16]=[CH:15][C:14]2[C:9](=[CH:10][CH:11]=[CH:12][CH:13]=2)[CH:8]=1)[OH:6]. Given the reactants [CH3:1][N:2]([CH3:17])[CH2:3][CH2:4][C:5]([C:7]1[CH:16]=[CH:15][C:14]2[C:9](=[CH:10][CH:11]=[CH:12][CH:13]=2)[CH:8]=1)=[O:6].[H-].[H-].[H-].[H-].[Li+].[Al+3].[OH-].[Na+], predict the reaction product. (6) The product is: [CH3:1][N:2]([CH3:10])[C:3]1[CH:8]=[CH:7][C:6]([O:9][C:12]2[N:13]=[C:14]([OH:22])[C:15]3[CH:21]=[CH:20][N:19]=[CH:18][C:16]=3[N:17]=2)=[CH:5][CH:4]=1. Given the reactants [CH3:1][N:2]([CH3:10])[C:3]1[CH:8]=[CH:7][C:6]([OH:9])=[CH:5][CH:4]=1.Cl[C:12]1[N:13]=[C:14]([OH:22])[C:15]2[CH:21]=[CH:20][N:19]=[CH:18][C:16]=2[N:17]=1, predict the reaction product. (7) Given the reactants [NH2:1][C:2]1[CH:3]=[C:4]2[C:8](=[CH:9][CH:10]=1)[C:7](=[C:11]1[C:19]3[C:14](=[CH:15][CH:16]=[C:17]([Cl:20])[CH:18]=3)[NH:13][C:12]1=[O:21])[O:6][CH2:5]2.[C:22](Cl)([C:35]1[CH:40]=[CH:39][CH:38]=[CH:37][CH:36]=1)([C:29]1[CH:34]=[CH:33][CH:32]=[CH:31][CH:30]=1)[C:23]1[CH:28]=[CH:27][CH:26]=[CH:25][CH:24]=1.C(N(CC)CC)C, predict the reaction product. The product is: [Cl:20][C:17]1[CH:18]=[C:19]2[C:14](=[CH:15][CH:16]=1)[NH:13][C:12](=[O:21])[C:11]2=[C:7]1[C:8]2[C:4](=[CH:3][C:2]([NH:1][C:22]([C:23]3[CH:28]=[CH:27][CH:26]=[CH:25][CH:24]=3)([C:35]3[CH:36]=[CH:37][CH:38]=[CH:39][CH:40]=3)[C:29]3[CH:30]=[CH:31][CH:32]=[CH:33][CH:34]=3)=[CH:10][CH:9]=2)[CH2:5][O:6]1.